Task: Predict the product of the given reaction.. Dataset: Forward reaction prediction with 1.9M reactions from USPTO patents (1976-2016) (1) Given the reactants C[N:2](C)[CH:3]=[N:4][C:5]1[CH:10]=[N:9][CH:8]=[CH:7][N:6]=1.N[OH:13], predict the reaction product. The product is: [OH:13][NH:2][CH:3]=[N:4][C:5]1[CH:10]=[N:9][CH:8]=[CH:7][N:6]=1. (2) The product is: [NH2:5][O:14][CH:15]1[CH2:16][CH2:17][N:18]([C:21]([O:23][C:24]([CH3:27])([CH3:26])[CH3:25])=[O:22])[CH2:19][CH2:20]1. Given the reactants NN.O=C1C2C(=CC=CC=2)C(=O)[N:5]1[O:14][CH:15]1[CH2:20][CH2:19][N:18]([C:21]([O:23][C:24]([CH3:27])([CH3:26])[CH3:25])=[O:22])[CH2:17][CH2:16]1, predict the reaction product.